This data is from Peptide-MHC class I binding affinity with 185,985 pairs from IEDB/IMGT. The task is: Regression. Given a peptide amino acid sequence and an MHC pseudo amino acid sequence, predict their binding affinity value. This is MHC class I binding data. (1) The peptide sequence is HSINQTRTFL. The MHC is H-2-Kb with pseudo-sequence H-2-Kb. The binding affinity (normalized) is 0.229. (2) The peptide sequence is VVPSYIPLV. The MHC is HLA-A02:01 with pseudo-sequence HLA-A02:01. The binding affinity (normalized) is 1.00. (3) The MHC is HLA-A11:01 with pseudo-sequence HLA-A11:01. The binding affinity (normalized) is 0.666. The peptide sequence is ASFKAGKLR. (4) The peptide sequence is IVIYIVQML. The binding affinity (normalized) is 0.261. The MHC is Mamu-A20102 with pseudo-sequence Mamu-A20102. (5) The peptide sequence is FLPQIGGEAI. The MHC is HLA-A02:03 with pseudo-sequence HLA-A02:03. The binding affinity (normalized) is 0.759. (6) The peptide sequence is VIGFLALAK. The MHC is HLA-A31:01 with pseudo-sequence HLA-A31:01. The binding affinity (normalized) is 0.0847. (7) The peptide sequence is TGWGFWVSGH. The MHC is H-2-Kb with pseudo-sequence H-2-Kb. The binding affinity (normalized) is 0.0652.